Dataset: Full USPTO retrosynthesis dataset with 1.9M reactions from patents (1976-2016). Task: Predict the reactants needed to synthesize the given product. (1) Given the product [CH2:18]([O:17][C:15](=[O:16])[CH:14]([NH:13][C:10](=[O:12])[CH2:9][C:3]1[CH:4]=[CH:5][C:6]([Cl:8])=[CH:7][C:2]=1[Cl:1])[CH2:22][CH3:23])[CH:19]([CH3:20])[CH3:21], predict the reactants needed to synthesize it. The reactants are: [Cl:1][C:2]1[CH:7]=[C:6]([Cl:8])[CH:5]=[CH:4][C:3]=1[CH2:9][C:10]([OH:12])=O.[NH2:13][CH:14]([CH2:22][CH3:23])[C:15]([O:17][CH2:18][CH:19]([CH3:21])[CH3:20])=[O:16]. (2) Given the product [CH3:1][O:2][C:3]([C:5]1[N:10]=[C:9]2[N:11]([CH3:14])[CH:12]=[N:13][C:8]2=[C:7]([F:15])[C:6]=1[NH:16][C:17]1[CH:22]=[CH:21][C:20]([Br:31])=[CH:19][C:18]=1[F:23])=[O:4], predict the reactants needed to synthesize it. The reactants are: [CH3:1][O:2][C:3]([C:5]1[N:10]=[C:9]2[N:11]([CH3:14])[CH:12]=[N:13][C:8]2=[C:7]([F:15])[C:6]=1[NH:16][C:17]1[CH:22]=[CH:21][CH:20]=[CH:19][C:18]=1[F:23])=[O:4].C1C(=O)N([Br:31])C(=O)C1. (3) Given the product [S:1]1[C:5]([C:6]2[C:8]3[C:9](=[CH:10][C:11]([F:15])=[C:12]([Br:14])[CH:13]=3)[NH:23][N:22]=2)=[CH:4][C:3]2[CH:17]=[CH:18][CH:19]=[CH:20][C:2]1=2, predict the reactants needed to synthesize it. The reactants are: [S:1]1[C:5]([C:6]([C:8]2[CH:13]=[C:12]([Br:14])[C:11]([F:15])=[CH:10][C:9]=2F)=O)=[CH:4][C:3]2[CH:17]=[CH:18][CH:19]=[CH:20][C:2]1=2.O.[NH2:22][NH2:23]. (4) Given the product [OH:13][CH:12]([C:14]1[NH:1][C:2]2[C:3]([O:9][CH3:10])=[CH:4][CH:5]=[CH:6][C:7]=2[N:8]=1)[CH3:11], predict the reactants needed to synthesize it. The reactants are: [NH2:1][C:2]1[C:7]([NH2:8])=[CH:6][CH:5]=[CH:4][C:3]=1[O:9][CH3:10].[C:11](O)(=O)[CH:12]([CH3:14])[OH:13].Cl.[OH-].[NH4+]. (5) Given the product [CH3:1]/[C:2](=[CH:6]\[C:7]1[CH:12]=[CH:11][CH:10]=[CH:9][CH:8]=1)/[C:3]([NH:27][C:24]1[CH:25]=[CH:26][C:21]([CH:15]([N:16]2[CH:20]=[N:19][CH:18]=[N:17]2)[CH:14]([CH3:28])[CH3:13])=[CH:22][CH:23]=1)=[O:4], predict the reactants needed to synthesize it. The reactants are: [CH3:1][C:2](=[CH:6][C:7]1[CH:12]=[CH:11][CH:10]=[CH:9][CH:8]=1)[C:3](Cl)=[O:4].[CH3:13][CH:14]([CH3:28])[CH:15]([C:21]1[CH:26]=[CH:25][C:24]([NH2:27])=[CH:23][CH:22]=1)[N:16]1[CH:20]=[N:19][CH:18]=[N:17]1. (6) Given the product [NH2:8][C@H:9]1[CH2:14][CH2:13][N:12]([C:15]([O:17][C:18]([CH3:19])([CH3:20])[CH3:21])=[O:16])[CH2:11][C@H:10]1[O:22][CH2:23][CH:24]([CH3:26])[CH3:25], predict the reactants needed to synthesize it. The reactants are: C([NH:8][C@H:9]1[CH2:14][CH2:13][N:12]([C:15]([O:17][C:18]([CH3:21])([CH3:20])[CH3:19])=[O:16])[CH2:11][C@H:10]1[O:22][CH2:23][C:24]([CH3:26])=[CH2:25])C1C=CC=CC=1.C([O-])=O.[NH4+]. (7) Given the product [I:1][C:2]1[CH:7]=[CH:6][C:5]([O:8][CH2:21][C:20]2[CH:23]=[CH:24][C:17]([C:15]#[N:16])=[CH:18][CH:19]=2)=[CH:4][CH:3]=1, predict the reactants needed to synthesize it. The reactants are: [I:1][C:2]1[CH:7]=[CH:6][C:5]([OH:8])=[CH:4][CH:3]=1.C([O-])([O-])=O.[K+].[K+].[C:15]([C:17]1[CH:24]=[CH:23][C:20]([CH2:21]Br)=[CH:19][CH:18]=1)#[N:16].